This data is from Reaction yield outcomes from USPTO patents with 853,638 reactions. The task is: Predict the reaction yield, written as a fraction of the theoretical maximum amount of product (1.0 means a 100% yield; for example, 0.34 means a 34% yield). (1) The reactants are [Cl:1][C:2]1[CH:3]=[C:4](/[CH:9]=[CH:10]/[C:11]([N:13]2[CH2:19][CH2:18][C:17](=[O:20])[NH:16][CH2:15][CH2:14]2)=[O:12])[CH:5]=[CH:6][C:7]=1[Cl:8].Br[CH2:22][CH2:23][C:24]([N:26]([O:28][CH3:29])[CH3:27])=[O:25].[H-].[Na+].OS([O-])(=O)=O.[K+]. The yield is 0.650. The catalyst is C1COCC1. The product is [Cl:1][C:2]1[CH:3]=[C:4](/[CH:9]=[CH:10]/[C:11]([N:13]2[CH2:19][CH2:18][C:17](=[O:20])[N:16]([CH2:22][CH2:23][C:24]([N:26]([O:28][CH3:29])[CH3:27])=[O:25])[CH2:15][CH2:14]2)=[O:12])[CH:5]=[CH:6][C:7]=1[Cl:8]. (2) The reactants are [Br:1][C:2]1[CH:3]=[C:4]([O:13][CH3:14])[C:5]([NH:8][NH:9][C:10](=O)[CH3:11])=[N:6][CH:7]=1.CCN(C(C)C)C(C)C.O=P(Cl)(Cl)Cl.O. The catalyst is C(#N)C.CCOCC. The product is [Br:1][C:2]1[CH:3]=[C:4]([O:13][CH3:14])[C:5]2[N:6]([C:10]([CH3:11])=[N:9][N:8]=2)[CH:7]=1. The yield is 0.820.